This data is from NCI-60 drug combinations with 297,098 pairs across 59 cell lines. The task is: Regression. Given two drug SMILES strings and cell line genomic features, predict the synergy score measuring deviation from expected non-interaction effect. Drug 1: CC1=C(N=C(N=C1N)C(CC(=O)N)NCC(C(=O)N)N)C(=O)NC(C(C2=CN=CN2)OC3C(C(C(C(O3)CO)O)O)OC4C(C(C(C(O4)CO)O)OC(=O)N)O)C(=O)NC(C)C(C(C)C(=O)NC(C(C)O)C(=O)NCCC5=NC(=CS5)C6=NC(=CS6)C(=O)NCCC[S+](C)C)O. Drug 2: C1C(C(OC1N2C=NC3=C2NC=NCC3O)CO)O. Cell line: HCC-2998. Synergy scores: CSS=26.7, Synergy_ZIP=-3.54, Synergy_Bliss=-2.28, Synergy_Loewe=-3.26, Synergy_HSA=1.99.